Dataset: Forward reaction prediction with 1.9M reactions from USPTO patents (1976-2016). Task: Predict the product of the given reaction. (1) Given the reactants [NH2:1][C:2]1[CH:7]=[CH:6][C:5]([C:8]2[CH2:9][C@@H:10]3[N:16]([CH:17]=2)[C:15](=[O:18])[C:14]2[CH:19]=[C:20]([O:61][CH3:62])[C:21]([O:23][CH2:24][CH2:25][CH2:26][O:27][C:28]4[C:58]([O:59][CH3:60])=[CH:57][C:31]5[C:32](=[O:56])[N:33]6[CH:48]=[C:47](S(C(F)(F)F)(=O)=O)[CH2:46][C@H:34]6[C:35](=[O:45])[N:36]([CH2:37][O:38][CH2:39][CH2:40][Si:41]([CH3:44])([CH3:43])[CH3:42])[C:30]=5[CH:29]=4)=[CH:22][C:13]=2[N:12]([CH2:63][O:64][CH2:65][CH2:66][Si:67]([CH3:70])([CH3:69])[CH3:68])[C:11]3=[O:71])=[CH:4][CH:3]=1.C1C=CC(P(C2C=CC=CC=2)C2C=CC=CC=2)=CC=1.[C:91]([Si:93]([CH3:96])([CH3:95])[CH3:94])#[CH:92], predict the reaction product. The product is: [NH2:1][C:2]1[CH:7]=[CH:6][C:5]([C:8]2[CH2:9][C@@H:10]3[N:16]([CH:17]=2)[C:15](=[O:18])[C:14]2[CH:19]=[C:20]([O:61][CH3:62])[C:21]([O:23][CH2:24][CH2:25][CH2:26][O:27][C:28]4[C:58]([O:59][CH3:60])=[CH:57][C:31]5[C:32](=[O:56])[N:33]6[CH:48]=[C:47]([C:92]#[C:91][Si:93]([CH3:96])([CH3:95])[CH3:94])[CH2:46][C@H:34]6[C:35](=[O:45])[N:36]([CH2:37][O:38][CH2:39][CH2:40][Si:41]([CH3:44])([CH3:43])[CH3:42])[C:30]=5[CH:29]=4)=[CH:22][C:13]=2[N:12]([CH2:63][O:64][CH2:65][CH2:66][Si:67]([CH3:70])([CH3:69])[CH3:68])[C:11]3=[O:71])=[CH:4][CH:3]=1. (2) The product is: [C:1]([O:5][C:6]([N:8]1[CH2:12][C@@H:11]([CH2:13][NH:25][CH:22]2[CH2:24][CH2:23]2)[C@H:10]([CH2:15][CH:16]2[CH2:21][CH2:20][CH2:19][CH2:18][CH2:17]2)[CH2:9]1)=[O:7])([CH3:4])([CH3:3])[CH3:2]. Given the reactants [C:1]([O:5][C:6]([N:8]1[CH2:12][C@@H:11]([CH:13]=O)[C@H:10]([CH2:15][CH:16]2[CH2:21][CH2:20][CH2:19][CH2:18][CH2:17]2)[CH2:9]1)=[O:7])([CH3:4])([CH3:3])[CH3:2].[CH:22]1([NH2:25])[CH2:24][CH2:23]1, predict the reaction product. (3) Given the reactants Br[C:2]1[N:10]=[CH:9][N:8]=[C:7]2[C:3]=1[N:4]=[CH:5][NH:6]2.[F:11][C:12]1[CH:13]=[C:14]([C:18]2[C:19]([CH:28]([NH2:30])[CH3:29])=[CH:20][CH:21]=[C:22]3[C:27]=2[N:26]=[CH:25][CH:24]=[CH:23]3)[CH:15]=[N:16][CH:17]=1.C(N(CC)C(C)C)(C)C, predict the reaction product. The product is: [F:11][C:12]1[CH:13]=[C:14]([C:18]2[C:19]([CH:28]([NH:30][C:2]3[N:10]=[CH:9][N:8]=[C:7]4[C:3]=3[N:4]=[CH:5][NH:6]4)[CH3:29])=[CH:20][CH:21]=[C:22]3[C:27]=2[N:26]=[CH:25][CH:24]=[CH:23]3)[CH:15]=[N:16][CH:17]=1. (4) Given the reactants [Cl:1][C:2]1[CH:10]=[C:9]([I:11])[CH:8]=[CH:7][C:3]=1[C:4](O)=O.[NH:12]([C:14](=[S:16])[NH2:15])[NH2:13].O=P(Cl)(Cl)Cl, predict the reaction product. The product is: [Cl:1][C:2]1[CH:10]=[C:9]([I:11])[CH:8]=[CH:7][C:3]=1[C:4]1[S:16][C:14]([NH2:15])=[N:12][N:13]=1. (5) Given the reactants [C:1]([C:3]1([CH:9]2[CH2:12][N:11]([C:13]([O:15][C:16]([CH3:19])([CH3:18])[CH3:17])=[O:14])[CH2:10]2)[CH2:7][CH2:6][NH:5][C:4]1=[O:8])#[N:2].[Cl:20][C:21]1[N:26]=[C:25](Cl)[CH:24]=[CH:23][N:22]=1.C(=O)([O-])[O-].[Cs+].[Cs+].C1(P(C2C=CC=CC=2)C2C3OC4C(=CC=CC=4P(C4C=CC=CC=4)C4C=CC=CC=4)C(C)(C)C=3C=CC=2)C=CC=CC=1, predict the reaction product. The product is: [Cl:20][C:21]1[N:26]=[C:25]([N:5]2[CH2:6][CH2:7][C:3]([CH:9]3[CH2:12][N:11]([C:13]([O:15][C:16]([CH3:19])([CH3:18])[CH3:17])=[O:14])[CH2:10]3)([C:1]#[N:2])[C:4]2=[O:8])[CH:24]=[CH:23][N:22]=1.